The task is: Predict the product of the given reaction.. This data is from Forward reaction prediction with 1.9M reactions from USPTO patents (1976-2016). (1) Given the reactants Br[C:2]1[CH:3]=[C:4]([O:9][CH:10]([C:12]2[C:17]([Cl:18])=[CH:16][CH:15]=[C:14]([F:19])[C:13]=2[Cl:20])[CH3:11])[C:5]([NH2:8])=[N:6][CH:7]=1.Br[C:22]1[CH:23]=[CH:24][C:25](B(O)O)=[N:26][CH:27]=1.[CH3:31][PH:32](=[O:34])[CH3:33], predict the reaction product. The product is: [Cl:20][C:13]1[C:14]([F:19])=[CH:15][CH:16]=[C:17]([Cl:18])[C:12]=1[CH:10]([O:9][C:4]1[C:5]([NH2:8])=[N:6][CH:7]=[C:2]([C:25]2[CH:24]=[CH:23][C:22]([P:32]([CH3:33])([CH3:31])=[O:34])=[CH:27][N:26]=2)[CH:3]=1)[CH3:11]. (2) The product is: [C:1]([C:3]1[CH:10]=[CH:9][CH:8]=[CH:7][C:4]=1[CH:5]([OH:6])[CH2:12][C:11]([CH3:14])([CH3:17])[CH3:13])#[N:2]. Given the reactants [C:1]([C:3]1[CH:10]=[CH:9][CH:8]=[CH:7][C:4]=1[CH:5]=[O:6])#[N:2].[C:11]([Mg]Cl)([CH3:14])([CH3:13])[CH3:12].[CH3:17]CCCCC.C(OCC)(=O)C, predict the reaction product. (3) Given the reactants C(=O)([O-])[O-].[K+].[K+].C([O:9][C:10](=[O:30])[C:11]([O:21][C:22]1[CH:27]=[CH:26][CH:25]=[CH:24][C:23]=1[O:28][CH3:29])([CH3:20])[CH2:12][C:13]1[CH:18]=[CH:17][C:16]([OH:19])=[CH:15][CH:14]=1)C.[C:31]1([C:56]2[CH:61]=[CH:60][CH:59]=[CH:58][CH:57]=2)[CH:36]=[CH:35][C:34]([C:37]2[O:38][C:39]([CH3:55])=[C:40]([CH2:42][CH2:43]OS(C3C=CC(C)=CC=3)(=O)=O)[N:41]=2)=[CH:33][CH:32]=1.[OH-].[Na+], predict the reaction product. The product is: [C:31]1([C:56]2[CH:57]=[CH:58][CH:59]=[CH:60][CH:61]=2)[CH:36]=[CH:35][C:34]([C:37]2[O:38][C:39]([CH3:55])=[C:40]([CH2:42][CH2:43][O:19][C:16]3[CH:15]=[CH:14][C:13]([CH2:12][C:11]([O:21][C:22]4[CH:27]=[CH:26][CH:25]=[CH:24][C:23]=4[O:28][CH3:29])([CH3:20])[C:10]([OH:9])=[O:30])=[CH:18][CH:17]=3)[N:41]=2)=[CH:33][CH:32]=1. (4) Given the reactants [C:1]([O:5][C:6]([NH:8][C@@H:9]([CH2:14][C:15]1[CH:20]=[CH:19][CH:18]=[CH:17][CH:16]=1)[C@@H:10]([OH:13])[CH2:11]Cl)=[O:7])([CH3:4])([CH3:3])[CH3:2].C(=O)([O-])[O-].[K+].[K+].CO.C(O)(=O)CC(CC(O)=O)(C(O)=O)O, predict the reaction product. The product is: [C:1]([O:5][C:6]([NH:8][C@@H:9]([CH2:14][C:15]1[CH:20]=[CH:19][CH:18]=[CH:17][CH:16]=1)[C@H:10]1[O:13][CH2:11]1)=[O:7])([CH3:4])([CH3:3])[CH3:2]. (5) Given the reactants [N:1]1[C:10]2[C:5](=[CH:6][CH:7]=[CH:8][CH:9]=2)[CH:4]=[C:3]([C:11]#[N:12])[CH:2]=1.C[Si]([N-:17][Si](C)(C)C)(C)C.[Li+], predict the reaction product. The product is: [N:1]1[C:10]2[C:5](=[CH:6][CH:7]=[CH:8][CH:9]=2)[CH:4]=[C:3]([C:11]([NH2:17])=[NH:12])[CH:2]=1. (6) Given the reactants [F:1][C:2]([F:23])([F:22])[C@@H:3]1[CH2:8][CH2:7][C@H:6]([NH:9][C:10]2[CH:11]=[C:12]3[C:17](=[CH:18][CH:19]=2)[CH:16]=[C:15]([CH2:20][OH:21])[CH:14]=[CH:13]3)[CH2:5][CH2:4]1, predict the reaction product. The product is: [F:1][C:2]([F:22])([F:23])[C@@H:3]1[CH2:8][CH2:7][C@H:6]([NH:9][C:10]2[CH:11]=[C:12]3[C:17](=[CH:18][CH:19]=2)[CH:16]=[C:15]([CH:20]=[O:21])[CH:14]=[CH:13]3)[CH2:5][CH2:4]1. (7) Given the reactants [CH:1]([O:4][C:5]1[CH:10]=[CH:9][C:8]([CH2:11][CH2:12][CH2:13][OH:14])=[C:7]([O:15][CH2:16][C:17]2[CH:22]=[CH:21][C:20]([C:23]([F:26])([F:25])[F:24])=[CH:19][CH:18]=2)[CH:6]=1)([CH3:3])[CH3:2].O[C:28]1[CH:32]=[C:31]([CH2:33][CH2:34][C:35]([O:37]CC)=[O:36])[N:30]([C:40]2[CH:45]=[CH:44][CH:43]=[CH:42][CH:41]=2)[N:29]=1.C(P(CCCC)CCCC)CCC.N(C(N1CCCCC1)=O)=NC(N1CCCCC1)=O.O1CCCC1CO.[OH-].[Na+].Cl, predict the reaction product. The product is: [CH:1]([O:4][C:5]1[CH:10]=[CH:9][C:8]([CH2:11][CH2:12][CH2:13][O:14][C:28]2[CH:32]=[C:31]([CH2:33][CH2:34][C:35]([OH:37])=[O:36])[N:30]([C:40]3[CH:45]=[CH:44][CH:43]=[CH:42][CH:41]=3)[N:29]=2)=[C:7]([O:15][CH2:16][C:17]2[CH:18]=[CH:19][C:20]([C:23]([F:24])([F:25])[F:26])=[CH:21][CH:22]=2)[CH:6]=1)([CH3:3])[CH3:2]. (8) Given the reactants [C:1](O)(=O)/C=C/C(O)=O.[F:9][C:10]1[CH:11]=[C:12]2[C:16](=[CH:17][CH:18]=1)[NH:15][CH:14]=[C:13]2[C@H:19]1[CH2:23][CH2:22][C@@H:21]([NH:24][CH2:25][C@@H:26]2[O:40][C:30]3=[C:31]4[C:36](=[CH:37][CH:38]=[C:29]3[O:28][CH2:27]2)[N:35]=[C:34]([CH3:39])[CH:33]=[CH:32]4)[CH2:20]1.C=O.C(O[BH-](OC(=O)C)OC(=O)C)(=O)C.[Na+], predict the reaction product. The product is: [F:9][C:10]1[CH:11]=[C:12]2[C:16](=[CH:17][CH:18]=1)[NH:15][CH:14]=[C:13]2[C@H:19]1[CH2:23][CH2:22][C@@H:21]([N:24]([CH3:1])[CH2:25][C@@H:26]2[O:40][C:30]3=[C:31]4[C:36](=[CH:37][CH:38]=[C:29]3[O:28][CH2:27]2)[N:35]=[C:34]([CH3:39])[CH:33]=[CH:32]4)[CH2:20]1.